Dataset: Reaction yield outcomes from USPTO patents with 853,638 reactions. Task: Predict the reaction yield, written as a fraction of the theoretical maximum amount of product (1.0 means a 100% yield; for example, 0.34 means a 34% yield). (1) The reactants are C(O)(C(F)(F)F)=O.[NH2:8][CH2:9][C:10]([OH:12])=[O:11].[CH3:13][CH2:14][C:15]1[C:24]2[CH2:25][N:26]3[C:31](=[O:32])[C:30]4[CH2:33][O:34][C:35]([C@:37]([OH:40])([CH2:38][CH3:39])[C:29]=4[CH:28]=[C:27]3[C:23]=2[N:22]=[C:21]2[C:16]=1[CH:17]=[C:18]([OH:41])[CH:19]=[CH:20]2)=[O:36].ON1C(=O)CCC1=O.C(N=C=NCCCN(C)C)C. The catalyst is CN(C)C=O. The product is [NH2:8][CH2:9][C:10]([OH:12])=[O:11].[CH3:13][CH2:14][C:15]1[C:24]2[CH2:25][N:26]3[C:31](=[O:32])[C:30]4[CH2:33][O:34][C:35]([C@:37]([OH:40])([CH2:38][CH3:39])[C:29]=4[CH:28]=[C:27]3[C:23]=2[N:22]=[C:21]2[C:16]=1[CH:17]=[C:18]([OH:41])[CH:19]=[CH:20]2)=[O:36]. The yield is 0.670. (2) The reactants are [Br:1][C:2]1[NH:6][C:5]([C:7](=[O:9])[CH3:8])=[CH:4][CH:3]=1.C(N(CC)CC)C.[C:17](O[C:17]([O:19][C:20]([CH3:23])([CH3:22])[CH3:21])=[O:18])([O:19][C:20]([CH3:23])([CH3:22])[CH3:21])=[O:18]. The catalyst is ClCCl.CN(C)C1C=CN=CC=1. The product is [C:7]([C:5]1[N:6]([C:17]([O:19][C:20]([CH3:23])([CH3:22])[CH3:21])=[O:18])[C:2]([Br:1])=[CH:3][CH:4]=1)(=[O:9])[CH3:8]. The yield is 0.460.